This data is from Catalyst prediction with 721,799 reactions and 888 catalyst types from USPTO. The task is: Predict which catalyst facilitates the given reaction. Reactant: FC(F)(F)C(O)=O.C(OC([NH:15][CH2:16][CH2:17][CH2:18][N:19]1[CH2:24][CH2:23][C:22]([CH3:31])([C:25]2[CH:30]=[CH:29][CH:28]=[CH:27][CH:26]=2)[CH2:21][CH2:20]1)O)(C)(C)C. Product: [CH3:31][C:22]1([C:25]2[CH:26]=[CH:27][CH:28]=[CH:29][CH:30]=2)[CH2:21][CH2:20][N:19]([CH2:18][CH2:17][CH2:16][NH2:15])[CH2:24][CH2:23]1. The catalyst class is: 4.